This data is from Forward reaction prediction with 1.9M reactions from USPTO patents (1976-2016). The task is: Predict the product of the given reaction. (1) The product is: [Br:10][C:11]1[CH:12]=[C:13]([NH:17][C:18](=[O:22])[O:19][CH2:20][CH3:21])[C:14]([N+:6]([O-:9])=[O:7])=[N:15][CH:16]=1. Given the reactants OS(O)(=O)=O.[N+:6]([O-:9])(O)=[O:7].[Br:10][C:11]1[CH:12]=[C:13]([NH:17][C:18](=[O:22])[O:19][CH2:20][CH3:21])[CH:14]=[N:15][CH:16]=1, predict the reaction product. (2) Given the reactants [CH3:1][O:2][C:3]([C:5]1[C:6]2[CH:7]=[C:8]([C:14]([O:16]C(C)(C)C)=[O:15])[NH:9][C:10]=2[CH:11]=[CH:12][CH:13]=1)=[O:4].C1(C)C=CC=CC=1, predict the reaction product. The product is: [CH3:1][O:2][C:3]([C:5]1[C:6]2[CH:7]=[C:8]([C:14]([OH:16])=[O:15])[NH:9][C:10]=2[CH:11]=[CH:12][CH:13]=1)=[O:4]. (3) Given the reactants [CH:1]1[C:14]2[C:5](=[N:6][CH:7]=[C:8]3[C:13]=2[CH:12]=[CH:11][CH:10]=[CH:9]3)[CH:4]=[CH:3][CH:2]=1.Cl[C:16]([O:18][CH2:19][CH3:20])=[O:17].[NH:21]1[C:29]2[C:24](=[CH:25][CH:26]=[CH:27][CH:28]=2)[CH:23]=[CH:22]1, predict the reaction product. The product is: [CH2:19]([O:18][C:16]([N:6]1[CH:7]([C:23]2[C:24]3[C:29](=[CH:28][CH:27]=[CH:26][CH:25]=3)[NH:21][CH:22]=2)[C:8]2[C:13](=[CH:12][CH:11]=[CH:10][CH:9]=2)[C:14]2[CH:1]=[CH:2][CH:3]=[CH:4][C:5]1=2)=[O:17])[CH3:20]. (4) Given the reactants [Br:1][C:2]1[N:7]=[C:6]([CH:8]([N:11]2[CH2:16][CH2:15][O:14][CH2:13][CH2:12]2)[CH2:9][OH:10])[CH:5]=[CH:4][CH:3]=1.[H-].[Na+].I[CH3:20].[NH4+].[Cl-], predict the reaction product. The product is: [Br:1][C:2]1[N:7]=[C:6]([CH:8]([N:11]2[CH2:16][CH2:15][O:14][CH2:13][CH2:12]2)[CH2:9][O:10][CH3:20])[CH:5]=[CH:4][CH:3]=1. (5) The product is: [C:32]([C:2]1[CH:11]=[C:10]2[C:5]([C:6]([C:24]3[CH:29]=[CH:28][C:27]([CH3:30])=[C:26]([CH3:31])[CH:25]=3)=[C:7]([CH:14]([O:19][C:20]([CH3:23])([CH3:21])[CH3:22])[C:15]([O:17][CH3:18])=[O:16])[N:8]([CH3:13])[C:9]2=[O:12])=[CH:4][CH:3]=1)#[N:33]. Given the reactants Br[C:2]1[CH:11]=[C:10]2[C:5]([C:6]([C:24]3[CH:29]=[CH:28][C:27]([CH3:30])=[C:26]([CH3:31])[CH:25]=3)=[C:7]([CH:14]([O:19][C:20]([CH3:23])([CH3:22])[CH3:21])[C:15]([O:17][CH3:18])=[O:16])[N:8]([CH3:13])[C:9]2=[O:12])=[CH:4][CH:3]=1.[CH3:32][N:33](C)C=O, predict the reaction product.